This data is from Catalyst prediction with 721,799 reactions and 888 catalyst types from USPTO. The task is: Predict which catalyst facilitates the given reaction. (1) Product: [CH3:1][C:2]1([N:12]2[CH2:17][CH2:16][CH:15]([N:18]3[C:26]4[C:21](=[CH:22][CH:23]=[CH:24][CH:25]=4)[CH2:20][C:19]3=[O:28])[CH2:14][CH2:13]2)[CH2:6][CH2:5][N:4]([C:7]([O:9][CH2:10][CH3:11])=[O:8])[CH2:3]1. The catalyst class is: 194. Reactant: [CH3:1][C:2]1([N:12]2[CH2:17][CH2:16][CH:15]([N:18]3[C:26]4[C:21](=[CH:22][CH:23]=[C:24](C)[CH:25]=4)[CH2:20][C:19]3=[O:28])[CH2:14][CH2:13]2)[CH2:6][CH2:5][N:4]([C:7]([O:9][CH2:10][CH3:11])=[O:8])[CH2:3]1.CCO. (2) Reactant: Cl.[CH3:2][O:3][CH:4]1[CH2:8][C@@H:7]([NH2:9])[C@H:6]([NH2:10])[CH2:5]1.C(N(CC)CC)C.[Cl:18][C:19]1[CH:20]=[C:21]2[C:25](=[CH:26][CH:27]=1)[NH:24][C:23]([C:28](OC1C=CC([N+]([O-])=O)=CC=1)=[O:29])=[CH:22]2. Product: [CH3:2][O:3][CH:4]1[CH2:8][C@@H:7]([NH:9][C:28]([C:23]2[NH:24][C:25]3[C:21]([CH:22]=2)=[CH:20][C:19]([Cl:18])=[CH:27][CH:26]=3)=[O:29])[C@H:6]([NH2:10])[CH2:5]1. The catalyst class is: 9.